The task is: Predict the reactants needed to synthesize the given product.. This data is from Full USPTO retrosynthesis dataset with 1.9M reactions from patents (1976-2016). (1) Given the product [CH2:1]([O:3][C:4]([CH:6]1[CH2:11][CH2:10][N:9]([C:22](=[O:23])[CH:21]=[CH:20][C:15]2[CH:16]=[CH:17][C:18]([Cl:19])=[C:13]([Cl:12])[CH:14]=2)[CH2:8][CH2:7]1)=[O:5])[CH3:2], predict the reactants needed to synthesize it. The reactants are: [CH2:1]([O:3][C:4]([CH:6]1[CH2:11][CH2:10][NH:9][CH2:8][CH2:7]1)=[O:5])[CH3:2].[Cl:12][C:13]1[CH:14]=[C:15]([CH:20]=[CH:21][C:22](Cl)=[O:23])[CH:16]=[CH:17][C:18]=1[Cl:19].C(N(CC)CC)C. (2) Given the product [O:12]=[C:13]([C:17]1[CH:22]=[CH:21][CH:20]=[CH:19][CH:18]=1)[C:14]([NH:1][C:2]1[CH:10]=[CH:9][CH:8]=[C:7]2[C:3]=1[CH2:4][O:5][C:6]2=[O:11])=[O:15], predict the reactants needed to synthesize it. The reactants are: [NH2:1][C:2]1[CH:10]=[CH:9][CH:8]=[C:7]2[C:3]=1[CH2:4][O:5][C:6]2=[O:11].[O:12]=[C:13]([C:17]1[CH:22]=[CH:21][CH:20]=[CH:19][CH:18]=1)[C:14](O)=[O:15].CN(C(ON1N=NC2C=CC=CC1=2)=[N+](C)C)C.F[P-](F)(F)(F)(F)F.Cl.